Dataset: Reaction yield outcomes from USPTO patents with 853,638 reactions. Task: Predict the reaction yield, written as a fraction of the theoretical maximum amount of product (1.0 means a 100% yield; for example, 0.34 means a 34% yield). (1) The reactants are [CH2:1]([O:8][N:9]1[C:15](=[O:16])[N:14]2[CH2:17][C@H:10]1[CH2:11][CH2:12][C@H:13]2[CH2:18][OH:19])[C:2]1[CH:7]=[CH:6][CH:5]=[CH:4][CH:3]=1.ClN1C(=O)N(Cl)C(=O)N(Cl)C1=O. The catalyst is C(Cl)Cl.CC1(C)N([O])C(C)(C)CCC1. The product is [CH2:1]([O:8][N:9]1[C:15](=[O:16])[N:14]2[CH2:17][C@H:10]1[CH2:11][CH2:12][C@H:13]2[CH:18]=[O:19])[C:2]1[CH:3]=[CH:4][CH:5]=[CH:6][CH:7]=1. The yield is 0.900. (2) The reactants are C(OC([N:8]1[CH2:12][CH2:11][CH2:10][CH:9]1[C:13](=[O:32])[NH:14][C:15]1[CH:20]=[CH:19][C:18]([C:21]2[CH:26]=[CH:25][CH:24]=[CH:23][C:22]=2[S:27]([CH3:30])(=[O:29])=[O:28])=[CH:17][C:16]=1[CH3:31])=O)(C)(C)C.FC(F)(F)C(O)=O. The catalyst is C(Cl)Cl. The product is [CH3:30][S:27]([C:22]1[CH:23]=[CH:24][CH:25]=[CH:26][C:21]=1[C:18]1[CH:19]=[CH:20][C:15]([NH:14][C:13]([CH:9]2[CH2:10][CH2:11][CH2:12][NH:8]2)=[O:32])=[C:16]([CH3:31])[CH:17]=1)(=[O:29])=[O:28]. The yield is 0.930.